Task: Predict the reactants needed to synthesize the given product.. Dataset: Full USPTO retrosynthesis dataset with 1.9M reactions from patents (1976-2016) (1) Given the product [C:23]([N:13]1[C:14]([CH3:15])=[C:10]([CH2:9][C:4]2[CH:5]=[CH:6][C:7]([CH3:8])=[C:2]([F:1])[CH:3]=2)[C:11](=[O:16])[NH:12]1)(=[O:25])[CH3:24], predict the reactants needed to synthesize it. The reactants are: [F:1][C:2]1[CH:3]=[C:4]([CH2:9][C:10]2[C:11](=[O:16])[NH:12][NH:13][C:14]=2[CH3:15])[CH:5]=[CH:6][C:7]=1[CH3:8].C(=O)([O-])[O-].[K+].[K+].[C:23](OC(=O)C)(=[O:25])[CH3:24].C(O)(=O)C. (2) Given the product [Cl:5][C:6]1[CH:7]=[C:8]([N:9]2[N:23]=[N:24][C:25]([CH:26]=[CH:27][C:28]3[CH:33]=[CH:32][CH:31]=[CH:30][CH:29]=3)=[N:1]2)[CH:10]=[CH:11][CH:12]=1, predict the reactants needed to synthesize it. The reactants are: [N:1]([O-])=O.[Na+].[Cl:5][C:6]1[CH:7]=[C:8]([CH:10]=[CH:11][CH:12]=1)[NH2:9].S([NH:23][N:24]=[CH:25][CH:26]=[CH:27][C:28]1[CH:33]=[CH:32][CH:31]=[CH:30][CH:29]=1)(C1C=CC(C)=CC=1)(=O)=O. (3) The reactants are: [CH3:1][C:2]1[CH:3]=[C:4]([CH:14]([N:16]2[C:24](=[O:25])[C:23]3[CH:22]=[CH:21][N:20]=[C:19]([C:26](OC4C=CC=CC=4)=[O:27])[C:18]=3[CH2:17]2)[CH3:15])[CH:5]=[N:6][C:7]=1[O:8][CH2:9][C:10]([F:13])([F:12])[F:11].[NH2:35][C@@H:36]([CH3:39])[CH2:37][OH:38]. Given the product [OH:38][CH2:37][C@@H:36]([NH:35][C:26]([C:19]1[C:18]2[CH2:17][N:16]([CH:14]([C:4]3[CH:5]=[N:6][C:7]([O:8][CH2:9][C:10]([F:13])([F:11])[F:12])=[C:2]([CH3:1])[CH:3]=3)[CH3:15])[C:24](=[O:25])[C:23]=2[CH:22]=[CH:21][N:20]=1)=[O:27])[CH3:39], predict the reactants needed to synthesize it. (4) Given the product [C:5]([C:16]1[C:15]2[C:19](=[CH:20][CH:21]=[C:13]([Br:12])[CH:14]=2)[NH:18][C:17]=1[C:22]([NH:24][CH2:25][CH2:26][O:27][CH3:28])=[O:23])(=[O:7])[CH3:6], predict the reactants needed to synthesize it. The reactants are: [Al+3].[Cl-].[Cl-].[Cl-].[C:5](OC(=O)C)(=[O:7])[CH3:6].[Br:12][C:13]1[CH:14]=[C:15]2[C:19](=[CH:20][CH:21]=1)[NH:18][C:17]([C:22]([NH:24][CH2:25][CH2:26][O:27][CH3:28])=[O:23])=[CH:16]2. (5) The reactants are: [CH2:1]([C:3]1[N:4]([CH2:9][CH2:10][NH2:11])[CH:5]=[C:6]([I:8])[N:7]=1)[CH3:2].[F:12][CH:13]([F:25])[O:14][C:15]1[CH:16]=[C:17]([CH2:21][CH2:22][CH:23]=O)[CH:18]=[CH:19][CH:20]=1. Given the product [F:12][CH:13]([F:25])[O:14][C:15]1[CH:16]=[C:17]([CH2:21][CH2:22][CH:23]2[NH:11][CH2:10][CH2:9][N:4]3[C:3]([CH2:1][CH3:2])=[N:7][C:6]([I:8])=[C:5]23)[CH:18]=[CH:19][CH:20]=1, predict the reactants needed to synthesize it. (6) Given the product [ClH:25].[ClH:25].[CH2:26]([N:28]([CH2:35][CH3:36])[CH:29]1[CH2:34][CH2:33][N:23]([C:22]([O:21][C:15]2[CH:16]=[C:17]([F:20])[CH:18]=[CH:19][C:14]=2/[CH:13]=[C:9]2\[C:10](=[O:12])[N:11]=[C:7]([N:1]3[CH2:6][CH2:5][CH2:4][CH2:3][NH:2]3)[S:8]\2)=[O:24])[CH2:31][CH2:30]1)[CH3:27], predict the reactants needed to synthesize it. The reactants are: [N:1]1([C:7]2[S:8]/[C:9](=[CH:13]\[C:14]3[CH:19]=[CH:18][C:17]([F:20])=[CH:16][C:15]=3[OH:21])/[C:10](=[O:12])[N:11]=2)[CH2:6][CH2:5][CH2:4][CH2:3][NH:2]1.[C:22]([Cl:25])(=[O:24])[NH2:23].[CH2:26]([N:28]([CH2:35][CH3:36])[CH:29]1[CH2:34][CH2:33]N[CH2:31][CH2:30]1)[CH3:27]. (7) Given the product [CH2:1]([O:3][C:4]([C:6]1[S:10][C:9]([C:44]2[CH:45]=[CH:46][CH:47]=[CH:48][N:49]=2)=[N:8][C:7]=1[CH2:12][N:13]([CH2:20][C:21]1[CH:26]=[CH:25][C:24]([O:27][CH3:28])=[CH:23][C:22]=1[O:29][CH3:30])[CH2:14][C:15]([O:17][CH2:18][CH3:19])=[O:16])=[O:5])[CH3:2], predict the reactants needed to synthesize it. The reactants are: [CH2:1]([O:3][C:4]([C:6]1[S:10][C:9](Br)=[N:8][C:7]=1[CH2:12][N:13]([CH2:20][C:21]1[CH:26]=[CH:25][C:24]([O:27][CH3:28])=[CH:23][C:22]=1[O:29][CH3:30])[CH2:14][C:15]([O:17][CH2:18][CH3:19])=[O:16])=[O:5])[CH3:2].[CH2:44]([Sn]([CH2:44][CH2:45][CH2:46][CH3:47])([CH2:44][CH2:45][CH2:46][CH3:47])[CH2:44][CH2:45][CH2:46][CH3:47])[CH2:45][CH2:46][CH3:47].[CH3:48][N:49](C)C=O. (8) Given the product [Br:21][C:22]1[CH:23]=[C:24]([C:25]([N:18]2[CH2:17][CH2:16][O:15][C:14]3[N:19]=[CH:20][C:11]([C:4]4[C:5]5[C:10](=[CH:9][CH:8]=[CH:7][CH:6]=5)[CH:1]=[N:2][CH:3]=4)=[CH:12][C:13]2=3)=[O:26])[CH:28]=[C:29]([Br:33])[C:30]=1[O:31][CH3:32], predict the reactants needed to synthesize it. The reactants are: [CH:1]1[C:10]2[C:5](=[CH:6][CH:7]=[CH:8][CH:9]=2)[C:4]([C:11]2[CH:20]=[N:19][C:14]3[O:15][CH2:16][CH2:17][NH:18][C:13]=3[CH:12]=2)=[CH:3][N:2]=1.[Br:21][C:22]1[CH:23]=[C:24]([CH:28]=[C:29]([Br:33])[C:30]=1[O:31][CH3:32])[C:25](Cl)=[O:26].C(N(CC)CC)C.Cl. (9) The reactants are: [Br:1][C:2]1[C:10]2[C:5](=[CH:6][CH:7]=[C:8]([CH:11]=O)[CH:9]=2)[NH:4][N:3]=1.[C:13](/[CH:15]=[C:16](\[O-:18])/[CH3:17])#[N:14].[Na+]. Given the product [Br:1][C:2]1[C:10]2[C:5](=[CH:6][CH:7]=[C:8](/[CH:11]=[C:15](/[C:16](=[O:18])[CH3:17])\[C:13]#[N:14])[CH:9]=2)[NH:4][N:3]=1, predict the reactants needed to synthesize it. (10) Given the product [F:1][C:2]1[CH:11]=[CH:10][CH:9]=[C:8]([NH:7][C:6]2[N:5]=[C:15]([NH:16][C:17]3[CH:25]=[C:24]4[C:20]([CH2:21][CH2:22][N:23]4[C:26](=[O:33])[C@H:27]4[CH2:31][CH2:30][CH2:29][N:28]4[CH3:32])=[CH:19][C:18]=3[O:34][CH3:35])[NH:14][C:13]3=[N:36][CH:37]=[CH:38][C:12]=23)[C:3]=1[C:4]([NH:51][CH3:50])=[O:49], predict the reactants needed to synthesize it. The reactants are: [F:1][C:2]1[CH:11]=[CH:10][CH:9]=[C:8]2[C:3]=1[C:4](=[O:49])[N:5]1[C:15]([NH:16][C:17]3[CH:25]=[C:24]4[C:20]([CH2:21][CH2:22][N:23]4[C:26](=[O:33])[C@H:27]4[CH2:31][CH2:30][CH2:29][N:28]4[CH3:32])=[CH:19][C:18]=3[O:34][CH3:35])=[N:14][C:13]3[N:36](S(C4C=CC(C)=CC=4)(=O)=O)[CH:37]=[CH:38][C:12]=3[C:6]1=[N:7]2.[CH3:50][NH2:51].